This data is from Forward reaction prediction with 1.9M reactions from USPTO patents (1976-2016). The task is: Predict the product of the given reaction. Given the reactants [CH3:1][C@H:2]1[CH2:6][CH2:5][CH2:4][N:3]1[CH:7]1[CH2:11][CH2:10][C@H:9]([C:12]2[CH:17]=[CH:16][C:15]([NH2:18])=[CH:14][CH:13]=2)[CH2:8]1.[C:19](Cl)(=[O:26])[C:20]1[CH:25]=[CH:24][CH:23]=[CH:22][CH:21]=1, predict the reaction product. The product is: [CH3:1][C@H:2]1[CH2:6][CH2:5][CH2:4][N:3]1[CH:7]1[CH2:11][CH2:10][C@H:9]([C:12]2[CH:17]=[CH:16][C:15]([NH:18][C:19](=[O:26])[C:20]3[CH:25]=[CH:24][CH:23]=[CH:22][CH:21]=3)=[CH:14][CH:13]=2)[CH2:8]1.